Predict the product of the given reaction. From a dataset of Forward reaction prediction with 1.9M reactions from USPTO patents (1976-2016). (1) Given the reactants [Cl:1][C:2]1[CH:3]=[C:4]2[C:10]3([CH2:14][CH2:13][NH:12][CH2:11]3)[CH2:9][N:8]([C:15]([NH:17][C:18]3[S:19][C:20]([Cl:23])=[CH:21][N:22]=3)=[O:16])[C:5]2=[CH:6][CH:7]=1.[CH3:24][N:25]([CH3:30])[CH2:26][C:27](O)=[O:28], predict the reaction product. The product is: [Cl:1][C:2]1[CH:3]=[C:4]2[C:10]3([CH2:14][CH2:13][N:12]([C:27](=[O:28])[CH2:26][N:25]([CH3:30])[CH3:24])[CH2:11]3)[CH2:9][N:8]([C:15]([NH:17][C:18]3[S:19][C:20]([Cl:23])=[CH:21][N:22]=3)=[O:16])[C:5]2=[CH:6][CH:7]=1. (2) The product is: [N+:9]([C:4]1[CH:3]=[C:2]([N:12]2[CH:16]=[CH:15][CH:14]=[N:13]2)[CH:8]=[CH:7][C:5]=1[NH2:6])([O-:11])=[O:10]. Given the reactants Br[C:2]1[CH:8]=[CH:7][C:5]([NH2:6])=[C:4]([N+:9]([O-:11])=[O:10])[CH:3]=1.[NH:12]1[CH:16]=[CH:15][CH:14]=[N:13]1.C(=O)([O-])[O-].[Cs+].[Cs+], predict the reaction product. (3) The product is: [NH2:8][C@@H:9]1[CH2:15][CH2:14][C@@H:13]2[N:16]([CH2:17][C:18]3[CH:19]=[CH:20][CH:21]=[CH:22][CH:23]=3)[C@@:10]1([C:33]1[CH:38]=[CH:37][CH:36]=[CH:35][CH:34]=1)[CH2:11][C@H:12]2[S:24]([C:27]1[CH:28]=[CH:29][CH:30]=[CH:31][CH:32]=1)(=[O:26])=[O:25]. Given the reactants C([NH:8][C@@H:9]1[CH2:15][CH2:14][C@@H:13]2[N:16]([CH2:17][C:18]3[CH:23]=[CH:22][CH:21]=[CH:20][CH:19]=3)[C@@:10]1([C:33]1[CH:38]=[CH:37][CH:36]=[CH:35][CH:34]=1)[CH2:11][C@H:12]2[S:24]([C:27]1[CH:32]=[CH:31][CH:30]=[CH:29][CH:28]=1)(=[O:26])=[O:25])C1C=CC=CC=1.[H][H], predict the reaction product. (4) The product is: [CH3:1][S:2]([C:5]1[CH:6]=[CH:7][C:8]([C@@H:11]([OH:21])[C@H:12]([NH:15][C:16]([CH:18]([Cl:20])[Cl:19])=[O:17])[CH2:13][F:14])=[CH:9][CH:10]=1)(=[O:4])=[O:3].[C:11]([O-:21])(=[O:23])[CH2:8][CH2:7][CH2:6][CH2:5][CH3:10]. Given the reactants [CH3:1][S:2]([C:5]1[CH:6]=[CH:7][C:8]([C@@H:11]([OH:21])[C@H:12]([NH:15][C:16]([CH:18]([Cl:20])[Cl:19])=[O:17])[CH2:13][F:14])=[CH:9][CH:10]=1)(=[O:4])=[O:3].Cl(O)(=O)(=O)=[O:23], predict the reaction product. (5) The product is: [ClH:20].[F:1][C:2]1[CH:7]=[C:6]([CH2:8][NH2:9])[CH:5]=[C:4]([C:10]2[CH:11]=[N:12][C:13]([C:16]([F:19])([F:17])[F:18])=[CH:14][CH:15]=2)[N:3]=1. Given the reactants [F:1][C:2]1[CH:7]=[C:6]([C:8]#[N:9])[CH:5]=[C:4]([C:10]2[CH:11]=[N:12][C:13]([C:16]([F:19])([F:18])[F:17])=[CH:14][CH:15]=2)[N:3]=1.[ClH:20], predict the reaction product. (6) Given the reactants Cl[C:2]1[N:7]=[C:6]2[CH:8]=[N:9][CH:10]=[CH:11][C:5]2=[N:4][C:3]=1[N:12]1[CH2:17][CH2:16][N:15]([C:18]([O:20][C:21]([CH3:24])([CH3:23])[CH3:22])=[O:19])[CH2:14][CH2:13]1.[F-].[K+].CC[N:29](C(C)C)[CH:30]([CH3:32])[CH3:31].CC(N)C, predict the reaction product. The product is: [CH:30]([NH:29][C:2]1[N:7]=[C:6]2[CH:8]=[N:9][CH:10]=[CH:11][C:5]2=[N:4][C:3]=1[N:12]1[CH2:17][CH2:16][N:15]([C:18]([O:20][C:21]([CH3:24])([CH3:23])[CH3:22])=[O:19])[CH2:14][CH2:13]1)([CH3:32])[CH3:31].